Dataset: Full USPTO retrosynthesis dataset with 1.9M reactions from patents (1976-2016). Task: Predict the reactants needed to synthesize the given product. (1) Given the product [Cl:26][C:6]1[CH:5]=[N:4][CH:3]=[C:2]([Cl:1])[C:7]=1[NH:8][C:9]1[NH:10][C:11]2[C:17]3[CH2:18][C:19]([CH3:21])([CH3:22])[O:20][C:16]=3[C:15]([C:23]([N:54]3[CH2:59][CH2:58][O:57][CH2:56][CH2:55]3)=[O:25])=[CH:14][C:12]=2[N:13]=1, predict the reactants needed to synthesize it. The reactants are: [Cl:1][C:2]1[CH:3]=[N:4][CH:5]=[C:6]([Cl:26])[C:7]=1[NH:8][C:9]1[NH:10][C:11]2[C:17]3[CH2:18][C:19]([CH3:22])([CH3:21])[O:20][C:16]=3[C:15]([C:23]([OH:25])=O)=[CH:14][C:12]=2[N:13]=1.F[B-](F)(F)F.N1(OC(N(C)C)=[N+](C)C)C2C=CC=CC=2N=N1.CN(C=O)C.[NH:54]1[CH2:59][CH2:58][O:57][CH2:56][CH2:55]1. (2) The reactants are: [Si:1]([O:8][C:9]1[CH:14]=[CH:13][C:12]([N:15]([C:53]2[CH:54]=[C:55]3[CH:61]=[CH:60][N:59]([CH3:62])[C:56]3=[N:57][CH:58]=2)[C:16]([C:18]2[CH:19]=[C:20]([C:27]3[CH:32]=[CH:31][C:30]([OH:33])=[CH:29][C:28]=3[C:34]([N:36]3[C@H:45]([CH2:46][N:47]4[CH2:52][CH2:51][O:50][CH2:49][CH2:48]4)[CH2:44][C:43]4[C:38](=[CH:39][CH:40]=[CH:41][CH:42]=4)[CH2:37]3)=[O:35])[N:21]3[C:26]=2[CH2:25][CH2:24][CH2:23][CH2:22]3)=[O:17])=[CH:11][CH:10]=1)([C:4]([CH3:7])([CH3:6])[CH3:5])([CH3:3])[CH3:2].C1(P(C2C=CC=CC=2)C2C=CC=CC=2)C=CC=CC=1.O[CH2:83][C:84]([N:86]1[CH2:91][CH2:90][CH2:89][CH2:88][CH2:87]1)=[O:85].N(C(OC(C)(C)C)=O)=NC(OC(C)(C)C)=O.FC(F)(F)C(O)=O. Given the product [Si:1]([O:8][C:9]1[CH:14]=[CH:13][C:12]([N:15]([C:53]2[CH:54]=[C:55]3[CH:61]=[CH:60][N:59]([CH3:62])[C:56]3=[N:57][CH:58]=2)[C:16]([C:18]2[CH:19]=[C:20]([C:27]3[CH:32]=[CH:31][C:30]([O:33][CH2:83][C:84](=[O:85])[N:86]4[CH2:91][CH2:90][CH2:89][CH2:88][CH2:87]4)=[CH:29][C:28]=3[C:34]([N:36]3[C@H:45]([CH2:46][N:47]4[CH2:48][CH2:49][O:50][CH2:51][CH2:52]4)[CH2:44][C:43]4[C:38](=[CH:39][CH:40]=[CH:41][CH:42]=4)[CH2:37]3)=[O:35])[N:21]3[C:26]=2[CH2:25][CH2:24][CH2:23][CH2:22]3)=[O:17])=[CH:11][CH:10]=1)([C:4]([CH3:7])([CH3:6])[CH3:5])([CH3:3])[CH3:2], predict the reactants needed to synthesize it. (3) Given the product [Cl:1][C:2]1[N:7]=[CH:6][C:5]([NH:8][C:16](=[O:17])[O:18][CH2:19][C:20]([Cl:23])([Cl:22])[Cl:21])=[CH:4][CH:3]=1, predict the reactants needed to synthesize it. The reactants are: [Cl:1][C:2]1[N:7]=[CH:6][C:5]([NH2:8])=[CH:4][CH:3]=1.N1C=CC=CC=1.Cl[C:16]([O:18][CH2:19][C:20]([Cl:23])([Cl:22])[Cl:21])=[O:17].O. (4) Given the product [CH3:1][CH:2]([N:4]1[C:8]([C:14]([OH:16])=[O:15])=[N:7][CH:6]=[N:5]1)[CH3:3], predict the reactants needed to synthesize it. The reactants are: [CH3:1][CH:2]([N:4]1[CH:8]=[N:7][CH:6]=[N:5]1)[CH3:3].C([Li])CCC.[C:14](=[O:16])=[O:15].